This data is from Blood-brain barrier penetration binary classification data from Martins et al.. The task is: Regression/Classification. Given a drug SMILES string, predict its absorption, distribution, metabolism, or excretion properties. Task type varies by dataset: regression for continuous measurements (e.g., permeability, clearance, half-life) or binary classification for categorical outcomes (e.g., BBB penetration, CYP inhibition). Dataset: bbb_martins. (1) The molecule is CC(=O)[C@]1(O)Cc2c(O)c3c(c(O)c2[C@@H](O[C@H]2C[C@H](N)[C@H](O)[C@H](C)O2)C1)C(=O)c1ccccc1C3=O. The result is 0 (does not penetrate BBB). (2) The compound is CC[C@@]1(O)C[C@H](O[C@H]2C[C@H](N(C)C)[C@H](O[C@H]3C[C@@H]4O[C@H]5CC(=O)[C@H](C)O[C@H]5O[C@@H]4[C@H](C)O3)[C@H](C)O2)c2c(O)c3c(c(O)c2[C@H]1O[C@H]1C[C@H](N(C)C)[C@H](O)[C@H](C)O1)C(=O)c1cccc(O)c1C3=O. The result is 0 (does not penetrate BBB). (3) The compound is CCC(C)CC. The result is 1 (penetrates BBB). (4) The molecule is Cc1cccc(N2CC(CO)OC2=O)c1. The result is 1 (penetrates BBB).